This data is from Full USPTO retrosynthesis dataset with 1.9M reactions from patents (1976-2016). The task is: Predict the reactants needed to synthesize the given product. (1) Given the product [Br:1][C:2]1[CH:29]=[CH:28][C:5]([CH2:6][NH:7][N:8]2[C:17](=[O:18])[C:16]3[C:11](=[CH:12][C:13]([OH:19])=[CH:14][CH:15]=3)[N:10]=[C:9]2[C:21]2[CH:26]=[CH:25][C:24]([F:27])=[CH:23][CH:22]=2)=[CH:4][CH:3]=1, predict the reactants needed to synthesize it. The reactants are: [Br:1][C:2]1[CH:29]=[CH:28][C:5]([CH2:6][NH:7][N:8]2[C:17](=[O:18])[C:16]3[C:11](=[CH:12][C:13]([O:19]C)=[CH:14][CH:15]=3)[N:10]=[C:9]2[C:21]2[CH:26]=[CH:25][C:24]([F:27])=[CH:23][CH:22]=2)=[CH:4][CH:3]=1.[I-].[Li+]. (2) Given the product [N:19]1[C:23]2[CH:24]=[CH:25][CH:26]=[CH:27][C:22]=2[NH:21][CH:20]=1, predict the reactants needed to synthesize it. The reactants are: C1(C)C=CC=CC=1.C[Al](C)C.C([N:19]1[C:23]2[CH:24]=[C:25](Cl)[CH:26]=[CH:27][C:22]=2[N:21]=[C:20]1C(OC)=O)C1C=CC=CC=1.Cl. (3) Given the product [C:39]([C:37]1[CH:38]=[C:34]([NH:33][C:32]([NH:27][C@@H:20]2[C:21]3[C:26](=[CH:25][CH:24]=[CH:23][CH:22]=3)[C@H:17]([O:16][C:13]3[CH:14]=[CH:15][C:10]4[N:11]([C:7]([C@@H:3]5[CH2:4][CH2:5][CH2:6][N:2]5[CH3:1])=[N:8][N:9]=4)[CH:12]=3)[CH2:18][CH2:19]2)=[O:31])[N:35]([C:43]2[CH:48]=[CH:47][C:46]([Cl:49])=[C:45]([OH:50])[CH:44]=2)[N:36]=1)([CH3:42])([CH3:40])[CH3:41], predict the reactants needed to synthesize it. The reactants are: [CH3:1][N:2]1[CH2:6][CH2:5][CH2:4][C@H:3]1[C:7]1[N:11]2[CH:12]=[C:13]([O:16][C@H:17]3[C:26]4[C:21](=[CH:22][CH:23]=[CH:24][CH:25]=4)[C@@H:20]([NH2:27])[CH2:19][CH2:18]3)[CH:14]=[CH:15][C:10]2=[N:9][N:8]=1.ClC(Cl)(Cl)C[O:31][C:32](=O)[NH:33][C:34]1[N:35]([C:43]2[CH:48]=[CH:47][C:46]([Cl:49])=[C:45]([O:50][Si](C(C)C)(C(C)C)C(C)C)[CH:44]=2)[N:36]=[C:37]([C:39]([CH3:42])([CH3:41])[CH3:40])[CH:38]=1. (4) Given the product [Cl:25][C:26]1[C:31]([F:32])=[CH:30][C:29]([CH:33]2[C:41]3[C:36](=[CH:37][CH:38]=[CH:39][CH:40]=3)[N:35]([CH2:42][CH2:43][CH2:44][CH2:45][CH3:46])[C:34]2=[O:47])=[C:28]([OH:49])[CH:27]=1, predict the reactants needed to synthesize it. The reactants are: BrC1C=CC(O)=C(C2(O)C3C(=CC=CC=3)N(CCCCC)C2=O)C=1.[Cl:25][C:26]1[C:31]([F:32])=[CH:30][C:29]([C:33]2(O)[C:41]3[C:36](=[CH:37][CH:38]=[CH:39][CH:40]=3)[N:35]([CH2:42][CH2:43][CH2:44][CH2:45][CH3:46])[C:34]2=[O:47])=[C:28]([OH:49])[CH:27]=1. (5) Given the product [Br:23][CH2:2][C:1]([C@H:4]1[CH2:9][N:8]([C:10]([O:12][C:13]([CH3:16])([CH3:15])[CH3:14])=[O:11])[C@H:7]([CH3:17])[CH2:6][CH2:5]1)=[O:3], predict the reactants needed to synthesize it. The reactants are: [C:1]([C@H:4]1[CH2:9][N:8]([C:10]([O:12][C:13]([CH3:16])([CH3:15])[CH3:14])=[O:11])[C@H:7]([CH3:17])[CH2:6][CH2:5]1)(=[O:3])[CH3:2].C(=O)([O-])[O-].[Ca+2].[Br:23]Br. (6) The reactants are: [Br:1]Br.[F:3][C:4]([F:15])([F:14])[C:5]1[C:13]2[C:8](=[N:9][CH:10]=[CH:11][CH:12]=2)[NH:7][CH:6]=1.C(=O)(O)[O-].[Na+].S([O-])([O-])(=O)=S.[Na+].[Na+]. Given the product [Br:1][C:11]1[CH:12]=[C:13]2[C:5]([C:4]([F:14])([F:3])[F:15])=[CH:6][NH:7][C:8]2=[N:9][CH:10]=1, predict the reactants needed to synthesize it. (7) Given the product [C:10]([C:14]1[N:15]=[C:16]([N:19]=[C:6]=[S:7])[S:17][CH:18]=1)([CH3:13])([CH3:12])[CH3:11], predict the reactants needed to synthesize it. The reactants are: C(=O)([O-])[O-].[Ca+2].[C:6](Cl)(Cl)=[S:7].[C:10]([C:14]1[N:15]=[C:16]([NH2:19])[S:17][CH:18]=1)([CH3:13])([CH3:12])[CH3:11].Cl. (8) Given the product [C:1]1([CH2:11][N:12]2[CH:17]=[CH:16][CH:15]=[C:14]([C:18]([NH:22][C@@H:23]([CH2:31][CH2:32][CH2:33][NH:34][C:35]([NH:37][S:38]([C:41]3[C:42]([CH3:55])=[C:43]4[C:48](=[C:49]([CH3:52])[C:50]=3[CH3:51])[O:47][C:46]([CH3:54])([CH3:53])[CH2:45][CH2:44]4)(=[O:39])=[O:40])=[NH:36])[C:24]([O:26][C:27]([CH3:28])([CH3:29])[CH3:30])=[O:25])=[O:19])[C:13]2=[O:21])[C:10]2[C:5](=[CH:6][CH:7]=[CH:8][CH:9]=2)[CH:4]=[CH:3][CH:2]=1, predict the reactants needed to synthesize it. The reactants are: [C:1]1([CH2:11][N:12]2[CH:17]=[CH:16][CH:15]=[C:14]([C:18](O)=[O:19])[C:13]2=[O:21])[C:10]2[C:5](=[CH:6][CH:7]=[CH:8][CH:9]=2)[CH:4]=[CH:3][CH:2]=1.[NH2:22][C@@H:23]([CH2:31][CH2:32][CH2:33][NH:34][C:35]([NH:37][S:38]([C:41]1[C:42]([CH3:55])=[C:43]2[C:48](=[C:49]([CH3:52])[C:50]=1[CH3:51])[O:47][C:46]([CH3:54])([CH3:53])[CH2:45][CH2:44]2)(=[O:40])=[O:39])=[NH:36])[C:24]([O:26][C:27]([CH3:30])([CH3:29])[CH3:28])=[O:25].CN(C(ON1N=NC2C=CC=CC1=2)=[N+](C)C)C.F[P-](F)(F)(F)(F)F.CCN(C(C)C)C(C)C. (9) Given the product [Cl:1][C:2]1[CH:7]=[CH:6][C:5]([C:8]2[NH:9][C:10]3[N:11]([N:15]=[CH:16][C:17]=3[C:18]([NH2:19])=[O:25])[C:12](=[O:14])[CH:13]=2)=[CH:4][C:3]=1[O:20][CH:21]([CH3:23])[CH3:22], predict the reactants needed to synthesize it. The reactants are: [Cl:1][C:2]1[CH:7]=[CH:6][C:5]([C:8]2[NH:9][C:10]3[N:11]([N:15]=[CH:16][C:17]=3[C:18]#[N:19])[C:12](=[O:14])[CH:13]=2)=[CH:4][C:3]=1[O:20][CH:21]([CH3:23])[CH3:22].C(=O)([O-])[O-:25].[K+].[K+].OO. (10) The reactants are: C[O:2][C:3]1[CH:8]=[C:7]([N+:9]([O-:11])=[O:10])[CH:6]=[CH:5][C:4]=1[C:12]1[S:13][C:14]2[CH:20]=[CH:19][CH:18]=[CH:17][C:15]=2[N:16]=1.B(Br)(Br)Br. Given the product [OH:2][C:3]1[CH:8]=[C:7]([N+:9]([O-:11])=[O:10])[CH:6]=[CH:5][C:4]=1[C:12]1[S:13][C:14]2[CH:20]=[CH:19][CH:18]=[CH:17][C:15]=2[N:16]=1, predict the reactants needed to synthesize it.